The task is: Regression/Classification. Given a drug SMILES string, predict its absorption, distribution, metabolism, or excretion properties. Task type varies by dataset: regression for continuous measurements (e.g., permeability, clearance, half-life) or binary classification for categorical outcomes (e.g., BBB penetration, CYP inhibition). Dataset: cyp3a4_veith.. This data is from CYP3A4 inhibition data for predicting drug metabolism from PubChem BioAssay. (1) The molecule is COC(=O)[C@@]1(Cc2ccc(OC)cc2)[C@H]2c3cc(C(=O)N4CCCC4)n(CCc4c[nH]c5ccc(OC)cc45)c3C[C@H]2CN1C(=O)c1ccccc1. The result is 1 (inhibitor). (2) The molecule is CC(=O)Nc1sc2c(c1CN1CCN(C)CC1)CCCC2. The result is 0 (non-inhibitor). (3) The drug is CC(C)(C)N(NC(=O)Nc1ccccc1)C(=O)c1ccccc1Cl. The result is 1 (inhibitor). (4) The compound is Cc1occc1C(=O)NNC(=O)c1ccc(F)cc1. The result is 0 (non-inhibitor). (5) The result is 0 (non-inhibitor). The drug is CCn1c(N)nc2ccccc21. (6) The result is 0 (non-inhibitor). The drug is Cc1cc(C)c(S(C)(=O)=O)c(Oc2ccc(F)cc2)n1.